This data is from Full USPTO retrosynthesis dataset with 1.9M reactions from patents (1976-2016). The task is: Predict the reactants needed to synthesize the given product. Given the product [CH3:21][C:22]([CH3:28])([CH3:27])[CH2:23][C:24]([NH:11][NH:10][C:8](=[O:9])[C:7]1[CH:12]=[CH:13][C:4]([N+:1]([O-:3])=[O:2])=[CH:5][CH:6]=1)=[O:25], predict the reactants needed to synthesize it. The reactants are: [N+:1]([C:4]1[CH:13]=[CH:12][C:7]([C:8]([NH:10][NH2:11])=[O:9])=[CH:6][CH:5]=1)([O-:3])=[O:2].CN1CCOCC1.[CH3:21][C:22]([CH3:28])([CH3:27])[CH2:23][C:24](Cl)=[O:25].